Regression. Given a peptide amino acid sequence and an MHC pseudo amino acid sequence, predict their binding affinity value. This is MHC class II binding data. From a dataset of Peptide-MHC class II binding affinity with 134,281 pairs from IEDB. (1) The peptide sequence is MSMSMILVGVIMMFL. The MHC is DRB1_0101 with pseudo-sequence DRB1_0101. The binding affinity (normalized) is 0.123. (2) The peptide sequence is KQCFRKLPVNRPIDW. The MHC is DRB1_0901 with pseudo-sequence DRB1_0901. The binding affinity (normalized) is 0.210.